Dataset: Forward reaction prediction with 1.9M reactions from USPTO patents (1976-2016). Task: Predict the product of the given reaction. (1) Given the reactants Br[C:2]1[CH:6]=[CH:5][N:4]([CH3:7])[N:3]=1.[CH3:8][C:9]1([CH3:31])[C:13]([CH3:15])([CH3:14])[O:12][B:11]([C:16]2[CH:21]=[CH:20][C:19](B3OC(C)(C)C(C)(C)O3)=[CH:18][CH:17]=2)[O:10]1.[O-]P([O-])([O-])=O.[K+].[K+].[K+], predict the reaction product. The product is: [CH3:7][N:4]1[CH:5]=[CH:6][C:2]([C:19]2[CH:20]=[CH:21][C:16]([B:11]3[O:12][C:13]([CH3:15])([CH3:14])[C:9]([CH3:31])([CH3:8])[O:10]3)=[CH:17][CH:18]=2)=[N:3]1. (2) The product is: [NH2:1][S:2]([N:5]([CH2:38][CH2:33][CH2:34][CH3:35])[C:6](=[O:32])[CH2:7][CH2:8][C:9]1[CH:14]=[CH:13][C:12]([O:15][CH2:16][CH2:17][O:18][CH3:19])=[CH:11][C:10]=1[O:20][C:21]1[C:26]([Cl:27])=[CH:25][C:24]([C:28]([F:30])([F:29])[F:31])=[CH:23][N:22]=1)(=[O:4])=[O:3]. Given the reactants [NH2:1][S:2]([NH:5][C:6](=[O:32])[CH2:7][CH2:8][C:9]1[CH:14]=[CH:13][C:12]([O:15][CH2:16][CH2:17][O:18][CH3:19])=[CH:11][C:10]=1[O:20][C:21]1[C:26]([Cl:27])=[CH:25][C:24]([C:28]([F:31])([F:30])[F:29])=[CH:23][N:22]=1)(=[O:4])=[O:3].[C:33]1(P([C:33]2[CH:38]=CC=[CH:35][CH:34]=2)[C:33]2[CH:38]=CC=[CH:35][CH:34]=2)[CH:38]=CC=[CH:35][CH:34]=1.C(O)CCC.N(C(OCC)=O)=NC(OCC)=O, predict the reaction product. (3) Given the reactants [F:1][C:2]1[CH:7]=[CH:6][C:5]([NH:8][C:9](=[O:15])[O:10][C:11]([CH3:14])([CH3:13])[CH3:12])=[CH:4][C:3]=1[C@:16]1([CH3:27])[C:21]([F:23])([F:22])[CH2:20][C:19]([F:25])([CH3:24])[C:18](=O)[NH:17]1.COC1C=CC(P2(SP(C3C=CC(OC)=CC=3)(=S)S2)=[S:37])=CC=1, predict the reaction product. The product is: [F:1][C:2]1[CH:7]=[CH:6][C:5]([NH:8][C:9](=[O:15])[O:10][C:11]([CH3:14])([CH3:13])[CH3:12])=[CH:4][C:3]=1[C@:16]1([CH3:27])[C:21]([F:23])([F:22])[CH2:20][C@@:19]([F:25])([CH3:24])[C:18](=[S:37])[NH:17]1. (4) Given the reactants [CH:1]1([C:7]2[C:8]3[S:24][C:23]([C:25]([O:27][CH3:28])=[O:26])=[CH:22][C:9]=3[N:10]3[C:16]=2[C:15]2[CH:17]=[CH:18][CH:19]=[CH:20][C:14]=2[NH:13][C:12](=[O:21])[CH2:11]3)[CH2:6][CH2:5][CH2:4][CH2:3][CH2:2]1.[H-].[Na+].Cl[CH2:32][CH2:33][N:34]([CH3:36])[CH3:35], predict the reaction product. The product is: [CH:1]1([C:7]2[C:8]3[S:24][C:23]([C:25]([O:27][CH3:28])=[O:26])=[CH:22][C:9]=3[N:10]3[C:16]=2[C:15]2[CH:17]=[CH:18][CH:19]=[CH:20][C:14]=2[N:13]([CH2:32][CH2:33][N:34]([CH3:36])[CH3:35])[C:12](=[O:21])[CH2:11]3)[CH2:2][CH2:3][CH2:4][CH2:5][CH2:6]1. (5) The product is: [C:10]1([C:7]2[C:2]([NH2:1])=[N:3][CH:4]=[C:5]([C:22]3[CH:21]=[CH:7][CH:6]=[CH:5][CH:4]=3)[CH:6]=2)[CH:15]=[CH:14][CH:13]=[CH:12][CH:11]=1. Given the reactants [NH2:1][C:2]1[C:7](Br)=[CH:6][C:5](Br)=[CH:4][N:3]=1.[C:10]1(B(O)O)[CH:15]=[CH:14][CH:13]=[CH:12][CH:11]=1.CO[CH2:21][CH2:22]OC.C(=O)([O-])[O-].[Na+].[Na+], predict the reaction product.